This data is from Forward reaction prediction with 1.9M reactions from USPTO patents (1976-2016). The task is: Predict the product of the given reaction. (1) Given the reactants C1(C)C=CC(S(Cl)(=O)=O)=CC=1.[C:12]([O:16][C:17](=[O:40])[NH:18][CH2:19][CH2:20][CH2:21][N:22]1[C:34]2[C:33]3[CH:32]=[CH:31][CH:30]=[CH:29][C:28]=3[N+:27]([O-])=[CH:26][C:25]=2[N:24]=[C:23]1[CH2:36][CH2:37][CH2:38][CH3:39])([CH3:15])([CH3:14])[CH3:13].[OH-].[NH4+:42], predict the reaction product. The product is: [C:12]([O:16][C:17](=[O:40])[NH:18][CH2:19][CH2:20][CH2:21][N:22]1[C:34]2[C:33]3[CH:32]=[CH:31][CH:30]=[CH:29][C:28]=3[N:27]=[C:26]([NH2:42])[C:25]=2[N:24]=[C:23]1[CH2:36][CH2:37][CH2:38][CH3:39])([CH3:15])([CH3:14])[CH3:13]. (2) Given the reactants [C:1]([C:3]1[CH:11]=[CH:10][C:6]([C:7]([OH:9])=[O:8])=[C:5]([F:12])[CH:4]=1)#[N:2].[CH3:13][C:14](OC(OC(O[C:14]([CH3:16])([CH3:15])[CH3:13])=O)=O)([CH3:16])[CH3:15], predict the reaction product. The product is: [C:1]([C:3]1[CH:11]=[CH:10][C:6]([C:7]([O:9][C:14]([CH3:16])([CH3:15])[CH3:13])=[O:8])=[C:5]([F:12])[CH:4]=1)#[N:2].